This data is from Forward reaction prediction with 1.9M reactions from USPTO patents (1976-2016). The task is: Predict the product of the given reaction. (1) Given the reactants [Cl:1][C:2]1[CH:7]=[CH:6][C:5]([C:8]2[CH2:13][C:12]([CH3:15])([CH3:14])[CH2:11][CH2:10][C:9]=2[CH2:16][N:17]2[CH2:22][CH2:21][N:20]([C:23]3[CH:55]=[CH:54][C:26]([C:27]([NH:29][S:30]([C:33]4[CH:38]=[CH:37][C:36]([NH:39][CH2:40][C@H:41]5[CH2:46][CH2:45][C@H:44]([C:47]([O:49]C)=[O:48])[CH2:43][CH2:42]5)=[C:35]([N+:51]([O-:53])=[O:52])[CH:34]=4)(=[O:32])=[O:31])=[O:28])=[C:25]([O:56][C:57]4[CH:58]=[C:59]5[CH:65]=[CH:64][NH:63][C:60]5=[N:61][CH:62]=4)[CH:24]=3)[CH2:19][CH2:18]2)=[CH:4][CH:3]=1.[Li+].[OH-], predict the reaction product. The product is: [Cl:1][C:2]1[CH:3]=[CH:4][C:5]([C:8]2[CH2:13][C:12]([CH3:14])([CH3:15])[CH2:11][CH2:10][C:9]=2[CH2:16][N:17]2[CH2:18][CH2:19][N:20]([C:23]3[CH:55]=[CH:54][C:26]([C:27]([NH:29][S:30]([C:33]4[CH:38]=[CH:37][C:36]([NH:39][CH2:40][C@H:41]5[CH2:42][CH2:43][C@H:44]([C:47]([OH:49])=[O:48])[CH2:45][CH2:46]5)=[C:35]([N+:51]([O-:53])=[O:52])[CH:34]=4)(=[O:32])=[O:31])=[O:28])=[C:25]([O:56][C:57]4[CH:58]=[C:59]5[CH:65]=[CH:64][NH:63][C:60]5=[N:61][CH:62]=4)[CH:24]=3)[CH2:21][CH2:22]2)=[CH:6][CH:7]=1. (2) Given the reactants [CH3:1][O:2][C:3]1[C:18]([N+:19]([O-])=O)=[CH:17][C:6]2[CH2:7][CH2:8][N:9]([CH2:12][C:13]([F:16])([F:15])[F:14])[CH2:10][CH2:11][C:5]=2[CH:4]=1.O.NN, predict the reaction product. The product is: [CH3:1][O:2][C:3]1[C:18]([NH2:19])=[CH:17][C:6]2[CH2:7][CH2:8][N:9]([CH2:12][C:13]([F:14])([F:15])[F:16])[CH2:10][CH2:11][C:5]=2[CH:4]=1. (3) Given the reactants [CH2:1]([O:8][C:9]1[CH:14]=[C:13]([O:15][CH2:16][CH2:17][CH2:18][C:19]2[C:20]([O:34][CH2:35][CH3:36])=[N:21][N:22]([C:24]3[CH:29]=[CH:28][C:27]([C:30]([F:33])([F:32])[F:31])=[CH:26][N:25]=3)[CH:23]=2)[CH:12]=[CH:11][C:10]=1[CH2:37][CH2:38][C:39]([O:41]CC)=[O:40])[C:2]1[CH:7]=[CH:6][CH:5]=[CH:4][CH:3]=1.[OH-].[Na+].O1CCCC1.Cl, predict the reaction product. The product is: [CH2:1]([O:8][C:9]1[CH:14]=[C:13]([O:15][CH2:16][CH2:17][CH2:18][C:19]2[C:20]([O:34][CH2:35][CH3:36])=[N:21][N:22]([C:24]3[CH:29]=[CH:28][C:27]([C:30]([F:33])([F:32])[F:31])=[CH:26][N:25]=3)[CH:23]=2)[CH:12]=[CH:11][C:10]=1[CH2:37][CH2:38][C:39]([OH:41])=[O:40])[C:2]1[CH:7]=[CH:6][CH:5]=[CH:4][CH:3]=1. (4) Given the reactants [NH2:1][C:2]1[C:3]([NH:15][CH:16]2[CH2:21][CH2:20][N:19]([C:22]([O:24][C:25]([CH3:28])([CH3:27])[CH3:26])=[O:23])[CH2:18][CH2:17]2)=[N:4][C:5]([Cl:14])=[N:6][C:7]=1[N:8]1[CH2:13][CH2:12][O:11][CH2:10][CH2:9]1.[N:29]([O-])=O.[Na+], predict the reaction product. The product is: [Cl:14][C:5]1[N:6]=[C:7]([N:8]2[CH2:9][CH2:10][O:11][CH2:12][CH2:13]2)[C:2]2[N:1]=[N:29][N:15]([CH:16]3[CH2:21][CH2:20][N:19]([C:22]([O:24][C:25]([CH3:28])([CH3:27])[CH3:26])=[O:23])[CH2:18][CH2:17]3)[C:3]=2[N:4]=1.